Dataset: Forward reaction prediction with 1.9M reactions from USPTO patents (1976-2016). Task: Predict the product of the given reaction. (1) Given the reactants [Br:1][C:2]1[CH:3]=[C:4]([NH:11][C:12]2[CH:17]=[C:16]([CH3:18])[CH:15]=[C:14]([CH3:19])[N:13]=2)[C:5]([C:8]([NH2:10])=[O:9])=[N:6][CH:7]=1.[CH3:20][O:21][C:22]1[CH:27]=[CH:26][C:25]([CH:28]([C:30]2[CH:35]=[CH:34][C:33]([O:36][CH3:37])=[CH:32][CH:31]=2)O)=[CH:24][CH:23]=1.O.C1(C)C=CC(S(O)(=O)=O)=CC=1, predict the reaction product. The product is: [CH3:37][O:36][C:33]1[CH:32]=[CH:31][C:30]([CH:28]([C:25]2[CH:26]=[CH:27][C:22]([O:21][CH3:20])=[CH:23][CH:24]=2)[NH:10][C:8]([C:5]2[C:4]([NH:11][C:12]3[CH:17]=[C:16]([CH3:18])[CH:15]=[C:14]([CH3:19])[N:13]=3)=[CH:3][C:2]([Br:1])=[CH:7][N:6]=2)=[O:9])=[CH:35][CH:34]=1. (2) Given the reactants [F:1][C:2]1[CH:9]=[C:8]([OH:10])[CH:7]=[CH:6][C:3]=1[CH:4]=O.[NH:11]1[CH2:15][CH2:14][CH2:13][CH2:12]1.C(O[BH-](OC(=O)C)OC(=O)C)(=O)C.[Na+].[OH-].[Na+], predict the reaction product. The product is: [F:1][C:2]1[CH:9]=[C:8]([OH:10])[CH:7]=[CH:6][C:3]=1[CH2:4][N:11]1[CH2:15][CH2:14][CH2:13][CH2:12]1. (3) Given the reactants [F:1][C:2]1[CH:35]=[CH:34][C:5]([CH2:6][NH:7][C:8]([C:10]2[C:18]3[C:13](=[CH:14][C:15]([C:19]([O:21]CC)=[O:20])=[CH:16][CH:17]=3)[N:12]([CH2:24][C:25]3[CH:30]=[CH:29][CH:28]=[CH:27][N:26]=3)[C:11]=2[CH:31]([CH3:33])[CH3:32])=[O:9])=[CH:4][CH:3]=1.[OH-].[Na+].O, predict the reaction product. The product is: [F:1][C:2]1[CH:3]=[CH:4][C:5]([CH2:6][NH:7][C:8]([C:10]2[C:18]3[C:13](=[CH:14][C:15]([C:19]([OH:21])=[O:20])=[CH:16][CH:17]=3)[N:12]([CH2:24][C:25]3[CH:30]=[CH:29][CH:28]=[CH:27][N:26]=3)[C:11]=2[CH:31]([CH3:32])[CH3:33])=[O:9])=[CH:34][CH:35]=1.